From a dataset of Catalyst prediction with 721,799 reactions and 888 catalyst types from USPTO. Predict which catalyst facilitates the given reaction. Reactant: [CH3:1][C:2]1([CH3:9])[CH2:7][CH2:6][C:5](=O)[CH2:4][CH2:3]1.CC([O-])(C)C.[K+].CC1C=CC(S([CH2:26][N+:27]#[C-])(=O)=O)=CC=1. Product: [CH3:1][C:2]1([CH3:9])[CH2:7][CH2:6][CH:5]([C:26]#[N:27])[CH2:4][CH2:3]1. The catalyst class is: 216.